From a dataset of Catalyst prediction with 721,799 reactions and 888 catalyst types from USPTO. Predict which catalyst facilitates the given reaction. (1) Reactant: [NH2:1][C:2]1[N:10]=[C:9]2[C:5]([NH:6][CH:7]=[N:8]2)=[C:4]([Cl:11])[N:3]=1.C(=O)([O-])[O-].[K+].[K+].Br[CH2:19][C:20]([OH:22])=[O:21].Cl(O)(=O)=O. Product: [NH2:1][C:2]1[N:10]=[C:9]2[C:5]([N:6]=[CH:7][N:8]2[CH2:19][C:20]([OH:22])=[O:21])=[C:4]([Cl:11])[N:3]=1. The catalyst class is: 18. (2) Reactant: [CH2:1]([O:8][CH2:9][C:10]([CH:13]1[N:22]2[C:17](=[CH:18][C:19](=[O:28])[C:20]([C:23]([O:25]CC)=[O:24])=[CH:21]2)[C:16]2[CH:29]=[C:30]([O:39][CH3:40])[C:31]([O:33][CH2:34][CH2:35][CH2:36][O:37][CH3:38])=[CH:32][C:15]=2[CH2:14]1)([CH3:12])[CH3:11])C1C=CC=CC=1.[Li+].[OH-].Cl. Product: [CH3:40][O:39][C:30]1[C:31]([O:33][CH2:34][CH2:35][CH2:36][O:37][CH3:38])=[CH:32][C:15]2[CH2:14][CH:13]([C:10]([CH3:12])([CH3:11])[CH2:9][O:8][CH3:1])[N:22]3[C:17](=[CH:18][C:19](=[O:28])[C:20]([C:23]([OH:25])=[O:24])=[CH:21]3)[C:16]=2[CH:29]=1. The catalyst class is: 219. (3) Reactant: Cl.Cl.[NH:3]([C:5]1[CH:10]=[C:9]([N+:11]([O-:13])=[O:12])[CH:8]=[CH:7][N:6]=1)[NH2:4].[C:14](OC(=O)C)(=[O:16])[CH3:15]. Product: [N+:11]([C:9]1[CH:8]=[CH:7][N:6]=[C:5]([NH:3][NH:4][C:14](=[O:16])[CH3:15])[CH:10]=1)([O-:13])=[O:12]. The catalyst class is: 17. (4) Reactant: C[Si](C)(C)[O:3][C@H:4]1[CH2:6][C@@H:5]1[CH2:7][CH2:8][CH2:9][CH:10]=[CH2:11].CCCC[N+](CCCC)(CCCC)CCCC.[F-].O. Product: [CH2:7]([CH:5]1[CH2:6][CH:4]1[OH:3])[CH2:8][CH2:9][CH:10]=[CH2:11]. The catalyst class is: 1. (5) Reactant: [CH2:1]([C:4]1[CH:5]=[C:6](Br)[CH:7]=[CH:8][C:9]=1[O:10][CH3:11])[CH:2]=[CH2:3].C([Li])CCC.[CH3:18][N:19]([CH3:22])[CH:20]=[O:21]. Product: [CH2:1]([C:4]1[CH:5]=[C:6]([CH:7]=[CH:8][C:9]=1[O:10][CH3:11])[C:20]([N:19]([CH3:22])[CH3:18])=[O:21])[CH:2]=[CH2:3]. The catalyst class is: 54. (6) Reactant: [OH-].[Na+].[C:3]([O:7][C:8]([NH:10][C@H:11]1[C@@H:15]([CH3:16])[CH2:14][N:13]([C:17]2[C:27]([F:28])=[CH:26][C:20]([C:21]([O:23]CC)=[O:22])=[C:19]([F:29])[C:18]=2[CH3:30])[CH2:12]1)=[O:9])([CH3:6])([CH3:5])[CH3:4].Cl. Product: [C:3]([O:7][C:8]([NH:10][C@H:11]1[C@@H:15]([CH3:16])[CH2:14][N:13]([C:17]2[C:27]([F:28])=[CH:26][C:20]([C:21]([OH:23])=[O:22])=[C:19]([F:29])[C:18]=2[CH3:30])[CH2:12]1)=[O:9])([CH3:6])([CH3:4])[CH3:5]. The catalyst class is: 8. (7) Reactant: C(OC([NH:8][C:9]1[CH:14]=[CH:13][C:12]([NH:15]/[C:16](=[C:23]2\[C:24](=[O:35])[NH:25][C:26]3[C:31]\2=[CH:30][C:29]([N+:32]([O-:34])=[O:33])=[CH:28][CH:27]=3)/[C:17]2[CH:22]=[CH:21][CH:20]=[CH:19][CH:18]=2)=[CH:11][CH:10]=1)=O)(C)(C)C.C(OCC)(=O)C.Cl. Product: [NH2:8][C:9]1[CH:14]=[CH:13][C:12]([NH:15]/[C:16](=[C:23]2\[C:24](=[O:35])[NH:25][C:26]3[C:31]\2=[CH:30][C:29]([N+:32]([O-:34])=[O:33])=[CH:28][CH:27]=3)/[C:17]2[CH:18]=[CH:19][CH:20]=[CH:21][CH:22]=2)=[CH:11][CH:10]=1. The catalyst class is: 4.